This data is from Reaction yield outcomes from USPTO patents with 853,638 reactions. The task is: Predict the reaction yield, written as a fraction of the theoretical maximum amount of product (1.0 means a 100% yield; for example, 0.34 means a 34% yield). (1) The reactants are C(OC([N:8]1[CH2:13][CH2:12][CH2:11][C@H:10]([C:14]2[O:18][N:17]=[C:16]([C:19]3[CH:24]=[CH:23][C:22]([F:25])=[CH:21][CH:20]=3)[N:15]=2)[CH2:9]1)=O)(C)(C)C.[Cl:26]CCl. The catalyst is Cl. The product is [ClH:26].[F:25][C:22]1[CH:23]=[CH:24][C:19]([C:16]2[N:15]=[C:14]([C@H:10]3[CH2:11][CH2:12][CH2:13][NH:8][CH2:9]3)[O:18][N:17]=2)=[CH:20][CH:21]=1. The yield is 1.00. (2) The catalyst is O1CCCC1. The yield is 0.720. The product is [OH:4][CH:3]([CH3:41])[C:2]([CH3:1])([CH3:40])[O:5][C:6]1[CH:11]=[CH:10][C:9]([N:12]2[C:17](=[O:18])[C:16]([CH2:19][C:20]3[CH:25]=[CH:24][C:23]([C:26]4[C:27]([C:32]#[N:33])=[CH:28][CH:29]=[CH:30][CH:31]=4)=[CH:22][CH:21]=3)=[C:15]([CH2:34][CH2:35][CH3:36])[N:14]3[N:37]=[CH:38][N:39]=[C:13]23)=[CH:8][CH:7]=1. The reactants are [CH3:1][C:2]([CH3:40])([O:5][C:6]1[CH:11]=[CH:10][C:9]([N:12]2[C:17](=[O:18])[C:16]([CH2:19][C:20]3[CH:25]=[CH:24][C:23]([C:26]4[C:27]([C:32]#[N:33])=[CH:28][CH:29]=[CH:30][CH:31]=4)=[CH:22][CH:21]=3)=[C:15]([CH2:34][CH2:35][CH3:36])[N:14]3[N:37]=[CH:38][N:39]=[C:13]23)=[CH:8][CH:7]=1)[CH:3]=[O:4].[CH3:41][Mg]Br.C(OCC)(=O)C.[Cl-].[NH4+]. (3) The reactants are Br[C:2]1[N:6](S(C2C=CC=CC=2)(=O)=O)[CH:5]=[C:4]([C:16]([O:18][CH3:19])=[O:17])[C:3]=1[C:20]1[CH:25]=[CH:24][CH:23]=[CH:22][CH:21]=1.[C:26]1(B(O)O)[CH:31]=[CH:30][CH:29]=[CH:28][CH:27]=1.C(=O)([O-])[O-].[Na+].[Na+]. The catalyst is C1C=CC([P]([Pd]([P](C2C=CC=CC=2)(C2C=CC=CC=2)C2C=CC=CC=2)([P](C2C=CC=CC=2)(C2C=CC=CC=2)C2C=CC=CC=2)[P](C2C=CC=CC=2)(C2C=CC=CC=2)C2C=CC=CC=2)(C2C=CC=CC=2)C2C=CC=CC=2)=CC=1. The product is [C:20]1([C:3]2[C:4]([C:16]([O:18][CH3:19])=[O:17])=[CH:5][NH:6][C:2]=2[C:26]2[CH:31]=[CH:30][CH:29]=[CH:28][CH:27]=2)[CH:21]=[CH:22][CH:23]=[CH:24][CH:25]=1. The yield is 0.760. (4) The product is [NH2:13][C:11]1[CH:10]=[CH:9][C:8]2[N:3]([CH2:1][CH3:2])[C:4](=[O:20])[CH:5]([CH2:16][CH2:17][O:18][CH3:19])[O:6][C:7]=2[CH:12]=1. The reactants are [CH2:1]([N:3]1[C:8]2[CH:9]=[CH:10][C:11]([N+:13]([O-])=O)=[CH:12][C:7]=2[O:6][CH:5]([CH2:16][CH2:17][O:18][CH3:19])[C:4]1=[O:20])[CH3:2].[H][H]. The yield is 0.950. The catalyst is CO.[Pd]. (5) The reactants are [CH3:1][C:2]1[CH:7]=[C:6]([S:8][CH3:9])[CH:5]=[CH:4][C:3]=1B(O)O.Br[C:14]1[N:15]=[CH:16][C:17]([NH2:20])=[N:18][CH:19]=1.COCCOC.C([O-])([O-])=O.[Na+].[Na+]. The catalyst is Cl[Pd](Cl)([P](C1C=CC=CC=1)(C1C=CC=CC=1)C1C=CC=CC=1)[P](C1C=CC=CC=1)(C1C=CC=CC=1)C1C=CC=CC=1.O.C(Cl)Cl. The product is [CH3:1][C:2]1[CH:7]=[C:6]([S:8][CH3:9])[CH:5]=[CH:4][C:3]=1[C:14]1[N:15]=[CH:16][C:17]([NH2:20])=[N:18][CH:19]=1. The yield is 0.590. (6) The reactants are [CH3:1][CH:2]1[N:7]([CH3:8])[CH2:6][CH2:5][N:4]2[N:9]=[C:10]([NH2:12])[CH:11]=[C:3]12.[C:13]([O:16][CH2:17][C:18]1[C:19]([N:33]2[CH2:44][CH2:43][N:42]3[C:35](=[CH:36][C:37]4[CH2:38][C:39](C)([CH3:45])[CH2:40][C:41]=43)[C:34]2=[O:47])=[N:20][CH:21]=[CH:22][C:23]=1[C:24]1[CH:29]=[C:28](Br)[C:27](=[O:31])[N:26]([CH3:32])[CH:25]=1)(=[O:15])[CH3:14].CC1(C)C2C(=C(P(C3C=CC=CC=3)C3C=CC=CC=3)C=CC=2)OC2C(P(C3C=CC=CC=3)C3C=CC=CC=3)=CC=CC1=2.C([O-])([O-])=O.[Cs+].[Cs+]. The product is [C:13]([O:16][CH2:17][C:18]1[C:19]([N:33]2[CH2:44][CH2:43][N:42]3[C:41]4[CH2:40][CH2:39][CH2:45][CH2:38][C:37]=4[CH:36]=[C:35]3[C:34]2=[O:47])=[N:20][CH:21]=[CH:22][C:23]=1[C:24]1[CH:29]=[C:28]([NH:12][C:10]2[CH:11]=[C:3]3[CH:2]([CH3:1])[N:7]([CH3:8])[CH2:6][CH2:5][N:4]3[N:9]=2)[C:27](=[O:31])[N:26]([CH3:32])[CH:25]=1)(=[O:15])[CH3:14]. The yield is 0.820. The catalyst is C1C=CC(/C=C/C(/C=C/C2C=CC=CC=2)=O)=CC=1.C1C=CC(/C=C/C(/C=C/C2C=CC=CC=2)=O)=CC=1.C1C=CC(/C=C/C(/C=C/C2C=CC=CC=2)=O)=CC=1.[Pd].[Pd].O1CCOCC1.